Task: Predict the product of the given reaction.. Dataset: Forward reaction prediction with 1.9M reactions from USPTO patents (1976-2016) Given the reactants [CH3:1][O:2][C:3]1[C:11]([CH3:12])=[C:10]2[C:6]([C:7](=[O:13])[O:8][CH2:9]2)=[C:5]([O:14][CH2:15][CH2:16][Si:17]([CH3:20])([CH3:19])[CH3:18])[C:4]=1[CH2:21][CH:22]=[C:23]([CH3:29])[CH2:24][CH2:25][C:26](O)=[O:27].ClC(OCC(C)C)=O.C(N(CC)CC)C.C(O)(=O)C(O)=O.[CH2:51]([O:53][P:54]([CH2:59][NH2:60])(=[O:58])[O:55][CH2:56][CH3:57])[CH3:52], predict the reaction product. The product is: [CH2:51]([O:53][P:54]([CH2:59][NH:60][C:26](=[O:27])[CH2:25][CH2:24][C:23]([CH3:29])=[CH:22][CH2:21][C:4]1[C:5]([O:14][CH2:15][CH2:16][Si:17]([CH3:20])([CH3:18])[CH3:19])=[C:6]2[C:10](=[C:11]([CH3:12])[C:3]=1[O:2][CH3:1])[CH2:9][O:8][C:7]2=[O:13])(=[O:58])[O:55][CH2:56][CH3:57])[CH3:52].